From a dataset of Catalyst prediction with 721,799 reactions and 888 catalyst types from USPTO. Predict which catalyst facilitates the given reaction. (1) Reactant: [F:1][C:2]1[CH:7]=[CH:6][CH:5]=[C:4]([F:8])[C:3]=1[C:9](=O)[CH2:10][C:11](=O)[CH3:12].[CH3:15][NH:16][NH2:17]. Product: [F:1][C:2]1[CH:7]=[CH:6][CH:5]=[C:4]([F:8])[C:3]=1[C:9]1[N:16]([CH3:15])[N:17]=[C:11]([CH3:12])[CH:10]=1. The catalyst class is: 15. (2) Reactant: [CH3:1][C:2]1([CH3:19])[C:6]2[C:7]([O:11][C:12]3[CH:18]=[CH:17][C:15]([NH2:16])=[CH:14][CH:13]=3)=[CH:8][CH:9]=[CH:10][C:5]=2[O:4][CH2:3]1.[CH3:20][C:21]([O:24][C:25]([NH:27][C@@H:28]([C:30](O)=[O:31])[CH3:29])=[O:26])([CH3:23])[CH3:22].CN(C(ON1N=NC2C=CC=NC1=2)=[N+](C)C)C.F[P-](F)(F)(F)(F)F.CCN(C(C)C)C(C)C. Product: [CH3:1][C:2]1([CH3:19])[C:6]2[C:7]([O:11][C:12]3[CH:18]=[CH:17][C:15]([NH:16][C:30](=[O:31])[C@H:28]([NH:27][C:25](=[O:26])[O:24][C:21]([CH3:22])([CH3:20])[CH3:23])[CH3:29])=[CH:14][CH:13]=3)=[CH:8][CH:9]=[CH:10][C:5]=2[O:4][CH2:3]1. The catalyst class is: 18. (3) Reactant: [CH3:1][NH:2][C:3]1[N:8]=[C:7]2[N:9]([CH3:16])[C:10]([C:12]([F:15])([F:14])[F:13])=[N:11][C:6]2=[CH:5][C:4]=1[N+:17]([O-])=O.[H][H]. Product: [CH3:1][NH:2][C:3]1[N:8]=[C:7]2[N:9]([CH3:16])[C:10]([C:12]([F:15])([F:14])[F:13])=[N:11][C:6]2=[CH:5][C:4]=1[NH2:17]. The catalyst class is: 582. (4) Reactant: [Br:1][C:2]1[CH:3]=[CH:4][C:5]([NH:12][C:13](=[O:20])[CH2:14][CH2:15][C:16]([F:19])([F:18])[F:17])=[C:6]([CH:11]=1)[C:7](OC)=O.C1(C)C=CC=CC=1.C[O-].[Na+].[Cl-:31].[NH4+].[CH3:33]O. Product: [Br:1][C:2]1[CH:11]=[C:6]2[C:5](=[CH:4][CH:3]=1)[N:12]=[C:13]([O:20][CH3:33])[C:14]([CH2:15][C:16]([F:17])([F:18])[F:19])=[C:7]2[Cl:31]. The catalyst class is: 25. (5) Reactant: [C:1]([O:5][C:6]([N:8]1[CH2:13][CH:12]2[C:10]([C:14]3[CH:19]=[CH:18][C:17](Br)=[CH:16][CH:15]=3)([CH2:11]2)[CH2:9]1)=[O:7])([CH3:4])([CH3:3])[CH3:2].CC(C)([O-])C.[Na+].[NH:27]1[CH2:31][CH2:30][CH2:29][CH2:28]1. Product: [C:1]([O:5][C:6]([N:8]1[CH2:13][CH:12]2[C:10]([C:14]3[CH:19]=[CH:18][C:17]([N:27]4[CH2:31][CH2:30][CH2:29][CH2:28]4)=[CH:16][CH:15]=3)([CH2:11]2)[CH2:9]1)=[O:7])([CH3:4])([CH3:3])[CH3:2]. The catalyst class is: 733.